This data is from Forward reaction prediction with 1.9M reactions from USPTO patents (1976-2016). The task is: Predict the product of the given reaction. (1) Given the reactants C([Sn](CCCC)(CCCC)[C:6]1[CH:11]=[CH:10][C:9]([CH:12]=[CH:13][C:14]([C:16]2[CH:21]=[CH:20][C:19]([N:22]([CH3:24])[CH3:23])=[CH:18][CH:17]=2)=[O:15])=[CH:8][CH:7]=1)CCC.[I:33]I.S([O-])([O-])=O.[Na+].[Na+], predict the reaction product. The product is: [I:33][C:6]1[CH:11]=[CH:10][C:9]([CH:12]=[CH:13][C:14]([C:16]2[CH:21]=[CH:20][C:19]([N:22]([CH3:24])[CH3:23])=[CH:18][CH:17]=2)=[O:15])=[CH:8][CH:7]=1. (2) Given the reactants I[C:2]1[C:3]2[C:10]([CH3:11])=[CH:9][S:8][C:4]=2[N:5]=[CH:6][N:7]=1.[Cl:12][C:13]1[CH:18]=[CH:17][C:16]([CH:19]([OH:22])[C:20]#[CH:21])=[CH:15][CH:14]=1, predict the reaction product. The product is: [Cl:12][C:13]1[CH:14]=[CH:15][C:16]([CH:19]([OH:22])[C:20]#[C:21][C:2]2[C:3]3[C:10]([CH3:11])=[CH:9][S:8][C:4]=3[N:5]=[CH:6][N:7]=2)=[CH:17][CH:18]=1. (3) The product is: [Cl:1][C:2]1[CH:3]=[C:4]2[C:9](=[CH:10][C:11]=1[O:12][C:13]1[CH:21]=[CH:20][C:16]([C:17](=[O:18])[NH:40][CH:37]3[CH2:38][CH2:39][CH:34]([C:31]4[CH:30]=[CH:29][C:28]([Cl:27])=[CH:33][CH:32]=4)[CH2:35][CH2:36]3)=[CH:15][CH:14]=1)[O:8][CH2:7][CH2:6][CH:5]2[C:22]([O:24][CH2:25][CH3:26])=[O:23]. Given the reactants [Cl:1][C:2]1[CH:3]=[C:4]2[C:9](=[CH:10][C:11]=1[O:12][C:13]1[CH:21]=[CH:20][C:16]([C:17](O)=[O:18])=[CH:15][CH:14]=1)[O:8][CH2:7][CH2:6][CH:5]2[C:22]([O:24][CH2:25][CH3:26])=[O:23].[Cl:27][C:28]1[CH:33]=[CH:32][C:31]([CH:34]2[CH2:39][CH2:38][CH:37]([NH2:40])[CH2:36][CH2:35]2)=[CH:30][CH:29]=1.Cl.C(N=C=NCCCN(C)C)C, predict the reaction product. (4) Given the reactants [F:1][C:2]1[CH:12]=[CH:11][C:5]([C:6]([C:9]#[N:10])=[N:7][OH:8])=[CH:4][CH:3]=1.C(N(CC)CC)C.ClCCl.[CH3:23][C:24]1[CH:29]=[CH:28][C:27]([S:30](Cl)(=[O:32])=[O:31])=[CH:26][CH:25]=1, predict the reaction product. The product is: [F:1][C:2]1[CH:12]=[CH:11][C:5]([C:6]([C:9]#[N:10])=[N:7][O:8][S:30]([C:27]2[CH:28]=[CH:29][C:24]([CH3:23])=[CH:25][CH:26]=2)(=[O:32])=[O:31])=[CH:4][CH:3]=1.